This data is from Reaction yield outcomes from USPTO patents with 853,638 reactions. The task is: Predict the reaction yield, written as a fraction of the theoretical maximum amount of product (1.0 means a 100% yield; for example, 0.34 means a 34% yield). (1) The yield is 0.500. The reactants are Br[C:2]1[N:3]=[C:4]2[C:10]([C:11](=[O:16])[C:12]([CH3:15])([CH3:14])[CH3:13])=[CH:9][NH:8][C:5]2=[N:6][CH:7]=1.[CH2:17]([C:19]1[CH:20]=[C:21](B(O)O)[CH:22]=[CH:23][CH:24]=1)[CH3:18].C([O-])([O-])=O.[K+].[K+].O1CCOCC1. The catalyst is C1C=CC(P(C2C=CC=CC=2)[C-]2C=CC=C2)=CC=1.C1C=CC(P(C2C=CC=CC=2)[C-]2C=CC=C2)=CC=1.Cl[Pd]Cl.[Fe+2].O. The product is [CH2:17]([C:19]1[CH:24]=[C:23]([C:2]2[N:3]=[C:4]3[C:10]([C:11](=[O:16])[C:12]([CH3:15])([CH3:14])[CH3:13])=[CH:9][NH:8][C:5]3=[N:6][CH:7]=2)[CH:22]=[CH:21][CH:20]=1)[CH3:18]. (2) The reactants are [Cl:1][C:2]1[C:3]([O:30][C@H:31]2[CH2:36][CH2:35][CH2:34][CH2:33][C@@H:32]2[C:37]2[N:41]([CH3:42])[N:40]=[CH:39][CH:38]=2)=[CH:4][C:5]([F:29])=[C:6]([S:8]([N:11](CC2C=CC(OC)=CC=2OC)[C:12]2[CH:17]=[CH:16][N:15]=[CH:14][N:13]=2)(=[O:10])=[O:9])[CH:7]=1.C([SiH](CC)CC)C.FC(F)(F)C(O)=O. The catalyst is ClCCl. The product is [Cl:1][C:2]1[C:3]([O:30][C@H:31]2[CH2:36][CH2:35][CH2:34][CH2:33][C@@H:32]2[C:37]2[N:41]([CH3:42])[N:40]=[CH:39][CH:38]=2)=[CH:4][C:5]([F:29])=[C:6]([S:8]([NH:11][C:12]2[CH:17]=[CH:16][N:15]=[CH:14][N:13]=2)(=[O:10])=[O:9])[CH:7]=1. The yield is 0.720.